Dataset: Forward reaction prediction with 1.9M reactions from USPTO patents (1976-2016). Task: Predict the product of the given reaction. (1) Given the reactants CS(O[CH2:6][CH2:7][C:8]12[CH2:15][CH2:14][C:11]([C:16]3[CH:21]=[CH:20][CH:19]=[C:18]([O:22][C:23]4[CH:28]=[CH:27][CH:26]=[CH:25][CH:24]=4)[CH:17]=3)([CH2:12][CH2:13]1)[CH2:10][O:9]2)(=O)=O.[C-:29]#[N:30].[Na+], predict the reaction product. The product is: [O:22]([C:18]1[CH:17]=[C:16]([C:11]23[CH2:12][CH2:13][C:8]([CH2:7][CH2:6][C:29]#[N:30])([CH2:15][CH2:14]2)[O:9][CH2:10]3)[CH:21]=[CH:20][CH:19]=1)[C:23]1[CH:24]=[CH:25][CH:26]=[CH:27][CH:28]=1. (2) Given the reactants O[CH2:2][C:3]1[CH:4]=[CH:5][C:6]([N:9]2[CH2:13][CH2:12][O:11][C:10]2=[O:14])=[N:7][CH:8]=1.[Cl:15][C:16]1[C:21]2[CH:22]=[N:23][NH:24][C:20]=2[CH:19]=[CH:18][N:17]=1.C1C=CC(P(C2C=CC=CC=2)C2C=CC=CC=2)=CC=1.C1C=CC(COC(/N=N/C(OCC2C=CC=CC=2)=O)=O)=CC=1, predict the reaction product. The product is: [Cl:15][C:16]1[C:21]2=[CH:22][N:23]([CH2:2][C:3]3[CH:4]=[CH:5][C:6]([N:9]4[CH2:13][CH2:12][O:11][C:10]4=[O:14])=[N:7][CH:8]=3)[N:24]=[C:20]2[CH:19]=[CH:18][N:17]=1. (3) Given the reactants Cl[C:2]1[C:7]([CH3:8])=[CH:6][C:5]([F:9])=[CH:4][N:3]=1.[OH2:10], predict the reaction product. The product is: [F:9][C:5]1[CH:6]=[C:7]([CH3:8])[C:2]([OH:10])=[N:3][CH:4]=1. (4) Given the reactants [C:1](#[N:10])[C:2]1[C:3](=[CH:6][CH:7]=[CH:8][CH:9]=1)[C:4]#[N:5].[NH2:11][C:12]1[CH:17]=[CH:16][CH:15]=[CH:14][N:13]=1.[Fe:18](Cl)Cl, predict the reaction product. The product is: [N:13]1[CH:14]=[CH:15][CH:16]=[CH:17][C:12]=1[N:5]=[C:4]1[C:3]2[C:2](=[CH:9][CH:8]=[CH:7][CH:6]=2)[C:1](=[N:11][C:12]2[CH:17]=[CH:16][CH:15]=[CH:14][N:13]=2)[NH:10]1.[Fe+2:18]. (5) Given the reactants [CH3:1][S:2]([C:5]1[CH:10]=[CH:9][C:8]([CH:11]([OH:30])[CH:12]([CH2:16][C:17]2[CH:22]=[CH:21][CH:20]=[C:19]([O:23][C:24]([F:29])([F:28])[CH:25]([F:27])[F:26])[CH:18]=2)C(O)=O)=[CH:7][CH:6]=1)(=[O:4])=[O:3].C1(P(N=[N+]=[N-])(C2C=CC=CC=2)=O)C=CC=CC=1.C([N:50]([CH2:53]C)CC)C.[OH2:55], predict the reaction product. The product is: [CH3:1][S:2]([C:5]1[CH:6]=[CH:7][C:8]([CH:11]2[O:30][C:53](=[O:55])[NH:50][CH:12]2[CH2:16][C:17]2[CH:22]=[CH:21][CH:20]=[C:19]([O:23][C:24]([F:28])([F:29])[CH:25]([F:27])[F:26])[CH:18]=2)=[CH:9][CH:10]=1)(=[O:3])=[O:4].